Dataset: Catalyst prediction with 721,799 reactions and 888 catalyst types from USPTO. Task: Predict which catalyst facilitates the given reaction. (1) Reactant: [N:1]1([C:6]([O:8][CH2:9][C:10]2[CH:15]=[CH:14][CH:13]=[CH:12][CH:11]=2)=[O:7])[CH2:5][CH:4]=[CH:3][CH2:2]1.C1C=C(Cl)C=C(C(OO)=[O:24])C=1. Product: [CH:3]12[O:24][CH:4]1[CH2:5][N:1]([C:6]([O:8][CH2:9][C:10]1[CH:15]=[CH:14][CH:13]=[CH:12][CH:11]=1)=[O:7])[CH2:2]2. The catalyst class is: 2. (2) The catalyst class is: 28. Product: [Br:9][C:6]1[CH:5]=[C:3]([OH:4])[C:1](=[CH:8][CH:7]=1)[OH:2]. Reactant: [C:1]1([C:3](=[CH:5][CH:6]=[CH:7][CH:8]=1)[OH:4])[OH:2].[Br-:9].[Br-].O1CCOCC1.